From a dataset of Full USPTO retrosynthesis dataset with 1.9M reactions from patents (1976-2016). Predict the reactants needed to synthesize the given product. (1) The reactants are: C([O:5]C(=O)[NH:7][C:8]1[CH:13]=[N:12][C:11]([CH2:14][C:15]#[N:16])=[CH:10][N:9]=1)(C)(C)C.FC(F)(F)C(O)=O. Given the product [OH-:5].[NH4+:7].[NH2:7][C:8]1[N:9]=[CH:10][C:11]([CH2:14][C:15]#[N:16])=[N:12][CH:13]=1, predict the reactants needed to synthesize it. (2) The reactants are: [C:1]([O:4][CH2:5][C:6](=[O:35])[C@:7]1([OH:34])[C@:24]2([CH3:25])[C@H:10]([C@H:11]3[C@:21]([F:31])([C@@H:22]([O:26][Si:27]([CH3:30])([CH3:29])[CH3:28])[CH2:23]2)[C@:19]2([CH3:20])[C:14](=[CH:15][C:16](=[O:32])[CH:17]=[CH:18]2)[CH2:13][CH2:12]3)[CH2:9][C@@H:8]1[CH3:33])(=[O:3])[CH3:2].C(N=C=O)C.COC(C)(C)C.CCCCCC.C(Cl)(Cl)Cl. Given the product [C:1]([O:4][CH2:5][C:6](=[O:35])[C@:7]1([O:34][Si:27]([CH3:30])([CH3:29])[CH3:28])[C@:24]2([CH3:25])[C@H:10]([C@H:11]3[C@:21]([F:31])([C@@H:22]([O:26][Si:27]([CH3:28])([CH3:30])[CH3:29])[CH2:23]2)[C@:19]2([CH3:20])[C:14](=[CH:15][C:16](=[O:32])[CH:17]=[CH:18]2)[CH2:13][CH2:12]3)[CH2:9][C@@H:8]1[CH3:33])(=[O:3])[CH3:2], predict the reactants needed to synthesize it. (3) Given the product [CH3:40][C:6]1([CH3:41])[C:7]2[C:12](=[CH:11][C:10]([NH:13][C:14](=[O:39])[C:15]3[CH:20]=[CH:19][CH:18]=[N:17][C:16]=3[NH:21][CH2:22][C:23]3[CH:28]=[CH:27][N:26]=[C:25]([O:29][CH2:30][CH2:31][CH:32]4[CH2:33][CH2:34][N:35]([CH3:38])[CH2:36][CH2:37]4)[CH:24]=3)=[CH:9][CH:8]=2)[NH:4][CH2:5]1, predict the reactants needed to synthesize it. The reactants are: C([N:4]1[C:12]2[C:7](=[CH:8][CH:9]=[C:10]([NH:13][C:14](=[O:39])[C:15]3[CH:20]=[CH:19][CH:18]=[N:17][C:16]=3[NH:21][CH2:22][C:23]3[CH:28]=[CH:27][N:26]=[C:25]([O:29][CH2:30][CH2:31][CH:32]4[CH2:37][CH2:36][N:35]([CH3:38])[CH2:34][CH2:33]4)[CH:24]=3)[CH:11]=2)[C:6]([CH3:41])([CH3:40])[CH2:5]1)(=O)C.CCO.